This data is from Forward reaction prediction with 1.9M reactions from USPTO patents (1976-2016). The task is: Predict the product of the given reaction. (1) Given the reactants C(O[C:4]([C:6]1[CH:10]=[C:9]([C:11]2[CH:16]=[CH:15][N:14]=[C:13](/[CH:17]=[CH:18]/[C:19]3[CH:20]=N[CH:22]=[CH:23][CH:24]=3)[CH:12]=2)[NH:8][C:7]=1[NH2:25])=[O:5])C.[C:26]1([CH2:32][C:33]([NH2:35])=N)[CH:31]=[CH:30][CH:29]=[CH:28][CH:27]=1.[C:36]([O-])([O-])=O.[K+].[K+], predict the reaction product. The product is: [CH2:32]([C:33]1[NH:35][C:4](=[O:5])[C:6]2[CH:10]=[C:9]([C:11]3[CH:16]=[CH:15][N:14]=[C:13](/[CH:17]=[CH:18]/[C:19]4[CH:24]=[CH:23][CH:22]=[CH:36][CH:20]=4)[CH:12]=3)[NH:8][C:7]=2[N:25]=1)[C:26]1[CH:31]=[CH:30][CH:29]=[CH:28][CH:27]=1. (2) The product is: [CH:24]1([S:27]([N:30]2[CH:34]=[C:33]([C:2]3[N:7]=[C:6]([NH:8][C:9]4[N:14]=[CH:13][C:12]5[N:15]=[C:16]([CH2:21][O:22][CH3:23])[N:17]([CH:18]([CH3:20])[CH3:19])[C:11]=5[CH:10]=4)[CH:5]=[CH:4][N:3]=3)[CH:32]=[N:31]2)(=[O:28])=[O:29])[CH2:26][CH2:25]1. Given the reactants Cl[C:2]1[N:7]=[C:6]([NH:8][C:9]2[N:14]=[CH:13][C:12]3[N:15]=[C:16]([CH2:21][O:22][CH3:23])[N:17]([CH:18]([CH3:20])[CH3:19])[C:11]=3[CH:10]=2)[CH:5]=[CH:4][N:3]=1.[CH:24]1([S:27]([N:30]2[CH:34]=[C:33](B3OC(C)(C)C(C)(C)O3)[CH:32]=[N:31]2)(=[O:29])=[O:28])[CH2:26][CH2:25]1.C(=O)([O-])[O-].[Cs+].[Cs+], predict the reaction product. (3) Given the reactants [N:1]1([S:11]([C:14]2[S:18][C:17]([NH2:19])=[CH:16][CH:15]=2)(=[O:13])=[O:12])[C:10]2[C:5](=[CH:6][CH:7]=[CH:8][CH:9]=2)[CH2:4][CH2:3][CH2:2]1.[N:20]([C:23]1[CH:32]=[CH:31][CH:30]=[CH:29][C:24]=1[C:25](OC)=[O:26])=[C:21]=[O:22].C[O-].[Na+].Cl, predict the reaction product. The product is: [N:1]1([S:11]([C:14]2[S:18][C:17]([N:19]3[C:25](=[O:26])[C:24]4[C:23](=[CH:32][CH:31]=[CH:30][CH:29]=4)[NH:20][C:21]3=[O:22])=[CH:16][CH:15]=2)(=[O:13])=[O:12])[C:10]2[C:5](=[CH:6][CH:7]=[CH:8][CH:9]=2)[CH2:4][CH2:3][CH2:2]1. (4) Given the reactants [CH3:1][C:2]1[CH:3]=[C:4]([C:8]([C:10]2[CH:15]=[CH:14][CH:13]=[C:12]([CH3:16])[N:11]=2)=O)[O:5][C:6]=1[CH3:7].[NH3:17], predict the reaction product. The product is: [CH3:1][C:2]1[CH:3]=[C:4]([OH:5])[C:8]([C:10]2[CH:15]=[CH:14][CH:13]=[C:12]([CH3:16])[N:11]=2)=[N:17][C:6]=1[CH3:7]. (5) Given the reactants Cl[C:2]1[N:7]=[C:6]([CH2:8][OH:9])[CH:5]=[CH:4][C:3]=1[CH3:10].[CH3:11][NH2:12], predict the reaction product. The product is: [CH3:10][C:3]1[CH:4]=[CH:5][C:6]([CH2:8][OH:9])=[N:7][C:2]=1[NH:12][CH3:11]. (6) Given the reactants [OH:1][N:2]=[C:3]([C:5]1[CH:10]=[CH:9][CH:8]=[CH:7][CH:6]=1)[NH2:4].[Cl:11][C:12]1[CH:17]=[CH:16][C:15]([CH:18]([N:22]2[C:30]3[C:25](=[C:26]([NH:31][S:32]([CH3:35])(=[O:34])=[O:33])[CH:27]=[CH:28][CH:29]=3)[CH:24]=[CH:23]2)[C:19](O)=O)=[CH:14][CH:13]=1.Cl.CN(C)CCCN=C=NCC.ON1C2C=CC=CC=2N=N1.C(N(CC)C(C)C)(C)C, predict the reaction product. The product is: [Cl:11][C:12]1[CH:17]=[CH:16][C:15]([CH:18]([C:19]2[O:1][N:2]=[C:3]([C:5]3[CH:10]=[CH:9][CH:8]=[CH:7][CH:6]=3)[N:4]=2)[N:22]2[C:30]3[C:25](=[C:26]([NH:31][S:32]([CH3:35])(=[O:33])=[O:34])[CH:27]=[CH:28][CH:29]=3)[CH:24]=[CH:23]2)=[CH:14][CH:13]=1. (7) Given the reactants [NH:1]1[C:9]2[C:4](=[CH:5][C:6]([O:10][C:11]3[CH:32]=[C:31]([N:33]4[CH2:38][CH2:37][N:36]([CH2:39][C:40]5[CH2:45][CH2:44][C:43]([CH3:47])([CH3:46])[CH2:42][C:41]=5[C:48]5[CH:53]=[CH:52][C:51]([Cl:54])=[CH:50][CH:49]=5)[CH2:35][CH2:34]4)[CH:30]=[CH:29][C:12]=3[C:13]([NH:15][S:16]([C:19]3[CH:24]=[CH:23][C:22](Cl)=[C:21]([N+:26]([O-:28])=[O:27])[CH:20]=3)(=[O:18])=[O:17])=[O:14])=[CH:7][CH:8]=2)[CH:3]=[CH:2]1.C1(P(C2CCCCC2)C2C=CC=CC=2C2C(OC)=CC=CC=2OC)CCCCC1.[Br-].[O:85]1[CH2:89][CH2:88][O:87][CH:86]1[CH2:90][CH2:91][Zn+], predict the reaction product. The product is: [Cl:54][C:51]1[CH:52]=[CH:53][C:48]([C:41]2[CH2:42][C:43]([CH3:46])([CH3:47])[CH2:44][CH2:45][C:40]=2[CH2:39][N:36]2[CH2:35][CH2:34][N:33]([C:31]3[CH:30]=[CH:29][C:12]([C:13]([NH:15][S:16]([C:19]4[CH:24]=[CH:23][C:22]([CH2:91][CH2:90][CH:86]5[O:87][CH2:88][CH2:89][O:85]5)=[C:21]([N+:26]([O-:28])=[O:27])[CH:20]=4)(=[O:18])=[O:17])=[O:14])=[C:11]([O:10][C:6]4[CH:5]=[C:4]5[C:9](=[CH:8][CH:7]=4)[NH:1][CH:2]=[CH:3]5)[CH:32]=3)[CH2:38][CH2:37]2)=[CH:49][CH:50]=1.